Dataset: Catalyst prediction with 721,799 reactions and 888 catalyst types from USPTO. Task: Predict which catalyst facilitates the given reaction. (1) Reactant: [H-].[Na+].[Cl:3][C:4]1[CH:20]=[C:19]([C:21]([F:24])([F:23])[F:22])[CH:18]=[CH:17][C:5]=1[CH2:6][N:7]1[C:11]([CH:12]=O)=[CH:10][C:9]([CH:14]([CH3:16])[CH3:15])=[N:8]1.C(OP([CH2:33][C:34]([O:36][CH2:37][CH3:38])=[O:35])(OCC)=O)C.O. Product: [Cl:3][C:4]1[CH:20]=[C:19]([C:21]([F:24])([F:22])[F:23])[CH:18]=[CH:17][C:5]=1[CH2:6][N:7]1[C:11](/[CH:12]=[CH:33]/[C:34]([O:36][CH2:37][CH3:38])=[O:35])=[CH:10][C:9]([CH:14]([CH3:16])[CH3:15])=[N:8]1. The catalyst class is: 348. (2) Reactant: [NH2:1][C:2]1[CH:3]=[C:4]([CH:11]=[CH:12][CH:13]=1)[O:5][CH2:6][CH2:7][CH2:8][NH:9][CH3:10].[O:14]=[C:15]([OH:27])[C@@H:16]([C@H:18]([C@H:20]([C@@H:22]([C:24]([OH:26])=[O:25])[OH:23])[OH:21])[OH:19])[OH:17].O. Product: [O:14]=[C:15]([OH:27])[C@@H:16]([C@H:18]([C@H:20]([C@@H:22]([C:24]([OH:26])=[O:25])[OH:23])[OH:21])[OH:19])[OH:17].[NH2:1][C:2]1[CH:3]=[C:4]([CH:11]=[CH:12][CH:13]=1)[O:5][CH2:6][CH2:7][CH2:8][NH:9][CH3:10].[NH2:1][C:2]1[CH:3]=[C:4]([CH:11]=[CH:12][CH:13]=1)[O:5][CH2:6][CH2:7][CH2:8][NH:9][CH3:10]. The catalyst class is: 8. (3) Reactant: [OH-].[Na+].[Cl:3][C:4]1[CH:5]=[C:6]([C:14]2[O:18][N:17]=[C:16]([C:19]3[CH:28]=[CH:27][CH:26]=[C:25]4[C:20]=3[CH:21]=[CH:22][N:23]=[C:24]4[CH2:29][CH2:30][CH2:31][C:32]([O:34]CC)=[O:33])[N:15]=2)[CH:7]=[N:8][C:9]=1[O:10][CH:11]([CH3:13])[CH3:12]. Product: [Cl:3][C:4]1[CH:5]=[C:6]([C:14]2[O:18][N:17]=[C:16]([C:19]3[CH:28]=[CH:27][CH:26]=[C:25]4[C:20]=3[CH:21]=[CH:22][N:23]=[C:24]4[CH2:29][CH2:30][CH2:31][C:32]([OH:34])=[O:33])[N:15]=2)[CH:7]=[N:8][C:9]=1[O:10][CH:11]([CH3:12])[CH3:13]. The catalyst class is: 252. (4) Reactant: C([O-])([O-])=O.[Cs+].[Cs+].[CH:7]1([C:10]#[CH:11])[CH2:9][CH2:8]1.[N+:12]([CH2:14][C:15]([O:17][CH2:18][CH3:19])=[O:16])#[C-:13]. Product: [CH:7]1([C:10]2[CH:11]=[CH:13][NH:12][C:14]=2[C:15]([O:17][CH2:18][CH3:19])=[O:16])[CH2:9][CH2:8]1. The catalyst class is: 3. (5) Reactant: C(OC([N:8]1[CH2:13][CH2:12][C@@H:11]([NH:14][C:15]2[CH:20]=[CH:19][CH:18]=[C:17]([NH:21][C:22](=[O:31])[C:23]3[CH:28]=[CH:27][C:26]([F:29])=[CH:25][C:24]=3[Cl:30])[CH:16]=2)[CH2:10][C@H:9]1[CH3:32])=O)(C)(C)C.C1(C)C=CC(S(Cl)(=O)=O)=CC=1.[Cl-].[NH4+]. Product: [ClH:30].[Cl:30][C:24]1[CH:25]=[C:26]([F:29])[CH:27]=[CH:28][C:23]=1[C:22]([NH:21][C:17]1[CH:18]=[CH:19][CH:20]=[C:15]([NH:14][C@@H:11]2[CH2:12][CH2:13][NH:8][C@H:9]([CH3:32])[CH2:10]2)[CH:16]=1)=[O:31]. The catalyst class is: 224. (6) Reactant: C(O[C:6]([N:8]1[CH2:22][CH2:21][N:11]2[C:12]3[CH:13]=[CH:14][C:15]([O:19][CH3:20])=[CH:16][C:17]=3[CH:18]=[C:10]2[CH2:9]1)=O)(C)(C)C.[H-].[H-].[H-].[H-].[Li+].[Al+3]. Product: [CH3:20][O:19][C:15]1[CH:14]=[CH:13][C:12]2[N:11]3[CH2:21][CH2:22][N:8]([CH3:6])[CH2:9][C:10]3=[CH:18][C:17]=2[CH:16]=1. The catalyst class is: 1.